From a dataset of Catalyst prediction with 721,799 reactions and 888 catalyst types from USPTO. Predict which catalyst facilitates the given reaction. (1) Reactant: [NH2:1][C:2]([NH2:4])=[O:3].[CH3:5][O:6][C:7]1[CH:12]=[CH:11][CH:10]=[CH:9][C:8]=1[CH:13]1[CH2:17][CH2:16][CH:15]([C:18](OC)=[O:19])[C:14]1=O.CO. Product: [CH3:5][O:6][C:7]1[CH:12]=[CH:11][CH:10]=[CH:9][C:8]=1[CH:13]1[C:14]2[N:1]=[C:2]([OH:3])[N:4]=[C:18]([OH:19])[C:15]=2[CH2:16][CH2:17]1. The catalyst class is: 6. (2) Reactant: [F:1][C:2]1[CH:7]=[C:6]([F:8])[C:5]([CH3:9])=[CH:4][C:3]=1I.[Li]CCCC.[B:16](OC)([O:19]C)[O:17]C. Product: [F:1][C:2]1[CH:7]=[C:6]([F:8])[C:5]([CH3:9])=[CH:4][C:3]=1[B:16]([OH:19])[OH:17]. The catalyst class is: 1. (3) Reactant: [F:1][C:2]([F:42])([F:41])[C:3]1[CH:4]=[C:5]([C@H:13]([N:15]([CH3:40])[C:16]([N:18]2[CH2:31][CH2:30][C@@:21]3([NH:25][CH2:24][CH2:23][CH:22]3[C:26]([O:28]C)=[O:27])[CH2:20][C@@H:19]2[C:32]2[CH:37]=[CH:36][C:35]([F:38])=[CH:34][C:33]=2[CH3:39])=[O:17])[CH3:14])[CH:6]=[C:7]([C:9]([F:12])([F:11])[F:10])[CH:8]=1.O[Li:44].O.O1CCCC1. Product: [F:42][C:2]([F:1])([F:41])[C:3]1[CH:4]=[C:5]([C@H:13]([N:15]([CH3:40])[C:16]([N:18]2[CH2:31][CH2:30][C@@:21]3([NH:25][CH2:24][CH2:23][C@@H:22]3[C:26]([O-:28])=[O:27])[CH2:20][C@@H:19]2[C:32]2[CH:37]=[CH:36][C:35]([F:38])=[CH:34][C:33]=2[CH3:39])=[O:17])[CH3:14])[CH:6]=[C:7]([C:9]([F:10])([F:11])[F:12])[CH:8]=1.[Li+:44]. The catalyst class is: 24. (4) Reactant: [Cl:1][C:2]1[CH:7]=[CH:6][C:5]([N:8]2[C:12]([CH2:13][CH:14]=[O:15])=[CH:11][C:10]([C:16]([NH:18][C:19]3[CH:24]=[CH:23][C:22]([S:25]([CH3:28])(=[O:27])=[O:26])=[CH:21][CH:20]=3)=[O:17])=[C:9]2[CH3:29])=[C:4]([C:30]([F:33])([F:32])[F:31])[CH:3]=1.P([O-])(O)(O)=[O:35].[Na+].CC(=CC)C.Cl([O-])=O.[Na+].S([O-])(O)=O.[Na+].Cl. Product: [Cl:1][C:2]1[CH:7]=[CH:6][C:5]([N:8]2[C:9]([CH3:29])=[C:10]([C:16](=[O:17])[NH:18][C:19]3[CH:24]=[CH:23][C:22]([S:25]([CH3:28])(=[O:27])=[O:26])=[CH:21][CH:20]=3)[CH:11]=[C:12]2[CH2:13][C:14]([OH:35])=[O:15])=[C:4]([C:30]([F:32])([F:31])[F:33])[CH:3]=1. The catalyst class is: 371. (5) Reactant: [Br:1][C:2]1[CH:3]=[CH:4][C:5](F)=[C:6]([C:8](=[O:13])[C:9]([F:12])([F:11])[F:10])[CH:7]=1.[N-:15]=[N+]=[N-].[Na+].O.[O-]S([O-])(=O)=O.[Na+].[Na+]. Product: [NH2:15][C:5]1[CH:4]=[CH:3][C:2]([Br:1])=[CH:7][C:6]=1[C:8](=[O:13])[C:9]([F:12])([F:11])[F:10]. The catalyst class is: 197. (6) Reactant: [CH2:1]([C:3]([C:21]1[CH:34]=[CH:33][C:24]([O:25][CH2:26][C@H:27]2[O:31][C:30](=[O:32])[CH2:29][CH2:28]2)=[C:23]([CH3:35])[CH:22]=1)([C:6]1[CH:11]=[CH:10][C:9]([CH2:12][S:13]([C:16]([CH3:19])([CH3:18])[CH3:17])(=[O:15])=[O:14])=[C:8]([CH3:20])[CH:7]=1)[CH2:4][CH3:5])[CH3:2].C[OH:37]. Product: [CH2:1]([C:3]([C:21]1[CH:34]=[CH:33][C:24]([O:25][CH2:26][C@@H:27]([OH:31])[CH2:28][CH2:29][C:30]([OH:37])=[O:32])=[C:23]([CH3:35])[CH:22]=1)([C:6]1[CH:11]=[CH:10][C:9]([CH2:12][S:13]([C:16]([CH3:18])([CH3:19])[CH3:17])(=[O:15])=[O:14])=[C:8]([CH3:20])[CH:7]=1)[CH2:4][CH3:5])[CH3:2]. The catalyst class is: 500. (7) Reactant: [C:1]([C:4]1[S:5][CH:6]=[CH:7][CH:8]=1)(=[O:3])[CH3:2].[CH2:9]=O.[ClH:11].[CH3:12][NH:13][CH3:14]. Product: [ClH:11].[CH3:12][N:13]([CH2:9][CH2:2][C:1]([C:4]1[S:5][CH:6]=[CH:7][CH:8]=1)=[O:3])[CH3:14]. The catalyst class is: 32. (8) Reactant: [CH3:1][N:2]([CH3:35])[S:3]([N:6]1[C:14]2[CH:13]=[CH:12][C:11]([C:15]([N:17]3[CH2:22][CH2:21][CH:20]([CH3:23])[CH2:19][CH2:18]3)=[O:16])=[CH:10][C:9]=2[C:8]2[CH2:24][N:25](C(OC(C)(C)C)=O)[CH2:26][CH2:27][C:7]1=2)(=[O:5])=[O:4].[C:36]([OH:42])([C:38]([F:41])([F:40])[F:39])=[O:37]. Product: [OH:42][C:36]([C:38]([F:41])([F:40])[F:39])=[O:37].[CH3:35][N:2]([CH3:1])[S:3]([N:6]1[C:14]2[CH:13]=[CH:12][C:11]([C:15]([N:17]3[CH2:22][CH2:21][CH:20]([CH3:23])[CH2:19][CH2:18]3)=[O:16])=[CH:10][C:9]=2[C:8]2[CH2:24][NH:25][CH2:26][CH2:27][C:7]1=2)(=[O:4])=[O:5].[C:36]([OH:42])([C:38]([F:41])([F:40])[F:39])=[O:37]. The catalyst class is: 192. (9) Reactant: [NH2:1][C:2]1[CH:28]=[CH:27][C:5]([O:6][C:7]2[CH:12]=[CH:11][N:10]=[C:9]([NH:13][C:14]([N:16]3[CH2:21][CH2:20][N:19]([CH:22]4[CH2:25][N:24]([CH3:26])[CH2:23]4)[CH2:18][CH2:17]3)=[O:15])[CH:8]=2)=[C:4]([F:29])[CH:3]=1.[C:30]1([CH2:36][C:37]([N:39]=[C:40]=[O:41])=[O:38])[CH:35]=[CH:34][CH:33]=[CH:32][CH:31]=1.C(OCC)C. Product: [F:29][C:4]1[CH:3]=[C:2]([NH:1][C:40]([NH:39][C:37](=[O:38])[CH2:36][C:30]2[CH:31]=[CH:32][CH:33]=[CH:34][CH:35]=2)=[O:41])[CH:28]=[CH:27][C:5]=1[O:6][C:7]1[CH:12]=[CH:11][N:10]=[C:9]([NH:13][C:14]([N:16]2[CH2:17][CH2:18][N:19]([CH:22]3[CH2:23][N:24]([CH3:26])[CH2:25]3)[CH2:20][CH2:21]2)=[O:15])[CH:8]=1. The catalyst class is: 188. (10) Reactant: [CH:1]1([C:7]2[C:8]3[CH:9]=[CH:10][C:11]([C:26]([O:28][CH3:29])=[O:27])=[CH:12][C:13]=3[N:14]3[CH2:20][CH:19]([OH:21])[CH2:18][C:17]4[CH:22]=[CH:23][CH:24]=[CH:25][C:16]=4[C:15]=23)[CH2:6][CH2:5][CH2:4][CH2:3][CH2:2]1. Product: [CH:1]1([C:7]2[C:8]3[CH:9]=[CH:10][C:11]([C:26]([O:28][CH3:29])=[O:27])=[CH:12][C:13]=3[N:14]3[CH2:20][C:19](=[O:21])[CH2:18][C:17]4[CH:22]=[CH:23][CH:24]=[CH:25][C:16]=4[C:15]=23)[CH2:2][CH2:3][CH2:4][CH2:5][CH2:6]1. The catalyst class is: 91.